From a dataset of Full USPTO retrosynthesis dataset with 1.9M reactions from patents (1976-2016). Predict the reactants needed to synthesize the given product. (1) Given the product [C:6]([C:7]1[N:15]=[CH:14][C:13]2[NH:12][C:11]3[N:16]=[CH:17][C:18]([C:20]4[CH:21]=[CH:22][C:23]([CH2:26][N:27]5[CH2:32][CH2:31][CH2:30][CH2:29][CH2:28]5)=[CH:24][CH:25]=4)=[CH:19][C:10]=3[C:9]=2[CH:8]=1)#[CH:5], predict the reactants needed to synthesize it. The reactants are: C[Si]([C:5]#[C:6][C:7]1[N:15]=[CH:14][C:13]2[NH:12][C:11]3[N:16]=[CH:17][C:18]([C:20]4[CH:25]=[CH:24][C:23]([CH2:26][N:27]5[CH2:32][CH2:31][CH2:30][CH2:29][CH2:28]5)=[CH:22][CH:21]=4)=[CH:19][C:10]=3[C:9]=2[CH:8]=1)(C)C.C(=O)([O-])[O-].[K+].[K+]. (2) Given the product [CH:16](=[C:13]1[C:12]2[CH:11]=[CH:10][CH:9]=[CH:8][C:7]=2[S:6][C:5]2[C:14]1=[CH:1][CH:2]=[CH:3][CH:4]=2)[C:17]1[CH:20]=[CH:25][CH:24]=[CH:23][CH:18]=1, predict the reactants needed to synthesize it. The reactants are: [CH:1]1[C:14]2[C:13](=O)[C:12]3[C:7](=[CH:8][CH:9]=[CH:10][CH:11]=3)[S:6][C:5]=2[CH:4]=[CH:3][CH:2]=1.[CH3:16][C:17]([CH3:20])([O-])[CH3:18].[K+].O1C[CH2:25][CH2:24][CH2:23]1. (3) Given the product [CH:30]1([C:27]2[N:26]=[C:25]3[C:33]([NH2:34])=[N:20][CH2:23][C:24]3=[CH:29][CH:28]=2)[CH2:32][CH2:31]1, predict the reactants needed to synthesize it. The reactants are: C1(P(C2C=CC=CC=2)C2C=CC=CC=2)C=CC=CC=1.[N:20]([CH2:23][C:24]1[C:25]([C:33]#[N:34])=[N:26][C:27]([CH:30]2[CH2:32][CH2:31]2)=[CH:28][CH:29]=1)=[N+]=[N-].O1CCCC1. (4) Given the product [Br:13][C:9]1[S:8][CH:7]=[C:5]2[C:4]=1[S:3][C:2]([CH3:1])=[N:6]2, predict the reactants needed to synthesize it. The reactants are: [CH3:1][C:2]1[S:3][C:4]2[C:5](=[CH:7][S:8][CH:9]=2)[N:6]=1.C(=O)=O.[Br:13]N1C(=O)CCC1=O.[Cl-].[Na+]. (5) Given the product [NH3:1].[CH:56]([N:53]1[CH2:52][CH2:51][N:50]([C:47]2[N:46]=[CH:11][C:10]([NH:13][C:14]3[C:15]4[N:16]([CH:30]=[CH:31][N:32]=4)[C:17]([C:20]4[CH:21]=[C:22]5[C:26](=[CH:27][CH:28]=4)[C:25](=[O:29])[NH:24][CH2:23]5)=[CH:18][N:19]=3)=[CH:9][CH:8]=2)[CH2:55][CH2:54]1)([CH3:58])[CH3:57], predict the reactants needed to synthesize it. The reactants are: [N:1]1(C2C=[CH:11][C:10]([NH:13][C:14]3[C:15]4[N:16]([CH:30]=[CH:31][N:32]=4)[C:17]([C:20]4[CH:21]=[C:22]5[C:26](=[CH:27][CH:28]=4)[C:25](=[O:29])[NH:24][CH2:23]5)=[CH:18][N:19]=3)=[CH:9][CH:8]=2)CCOCC1.BrC1N2C=CN=C2C(NC2C=[N:46][C:47]([N:50]3[CH2:55][CH2:54][N:53]([CH:56]([CH3:58])[CH3:57])[CH2:52][CH2:51]3)=CC=2)=NC=1.CC1(C)C(C)(C)OB(C2C=C3C(=CC=2)C(=O)NC3)O1.C([O-])([O-])=O.[Na+].[Na+].